This data is from NCI-60 drug combinations with 297,098 pairs across 59 cell lines. The task is: Regression. Given two drug SMILES strings and cell line genomic features, predict the synergy score measuring deviation from expected non-interaction effect. (1) Drug 1: CC1OCC2C(O1)C(C(C(O2)OC3C4COC(=O)C4C(C5=CC6=C(C=C35)OCO6)C7=CC(=C(C(=C7)OC)O)OC)O)O. Drug 2: COC1=C2C(=CC3=C1OC=C3)C=CC(=O)O2. Cell line: HOP-92. Synergy scores: CSS=28.3, Synergy_ZIP=-11.4, Synergy_Bliss=-0.154, Synergy_Loewe=-17.1, Synergy_HSA=-2.10. (2) Drug 1: C1=NC2=C(N1)C(=S)N=C(N2)N. Drug 2: CN(C(=O)NC(C=O)C(C(C(CO)O)O)O)N=O. Cell line: HT29. Synergy scores: CSS=15.1, Synergy_ZIP=-2.07, Synergy_Bliss=-1.14, Synergy_Loewe=-44.8, Synergy_HSA=-1.66. (3) Drug 1: C1=CC(=CC=C1CC(C(=O)O)N)N(CCCl)CCCl.Cl. Drug 2: CS(=O)(=O)OCCCCOS(=O)(=O)C. Cell line: RPMI-8226. Synergy scores: CSS=37.1, Synergy_ZIP=-2.81, Synergy_Bliss=10.4, Synergy_Loewe=-5.75, Synergy_HSA=3.91. (4) Drug 1: CC12CCC3C(C1CCC2=O)CC(=C)C4=CC(=O)C=CC34C. Drug 2: CC1=C(C=C(C=C1)NC(=O)C2=CC=C(C=C2)CN3CCN(CC3)C)NC4=NC=CC(=N4)C5=CN=CC=C5. Cell line: CAKI-1. Synergy scores: CSS=12.0, Synergy_ZIP=2.99, Synergy_Bliss=2.48, Synergy_Loewe=-6.61, Synergy_HSA=-2.50. (5) Drug 1: CC1OCC2C(O1)C(C(C(O2)OC3C4COC(=O)C4C(C5=CC6=C(C=C35)OCO6)C7=CC(=C(C(=C7)OC)O)OC)O)O. Drug 2: C1=NNC2=C1C(=O)NC=N2. Cell line: SK-OV-3. Synergy scores: CSS=6.88, Synergy_ZIP=-1.65, Synergy_Bliss=1.05, Synergy_Loewe=-9.68, Synergy_HSA=1.24. (6) Drug 1: CCC1(CC2CC(C3=C(CCN(C2)C1)C4=CC=CC=C4N3)(C5=C(C=C6C(=C5)C78CCN9C7C(C=CC9)(C(C(C8N6C=O)(C(=O)OC)O)OC(=O)C)CC)OC)C(=O)OC)O.OS(=O)(=O)O. Drug 2: CN(CCCl)CCCl.Cl. Cell line: EKVX. Synergy scores: CSS=6.68, Synergy_ZIP=-2.58, Synergy_Bliss=-0.0196, Synergy_Loewe=-1.73, Synergy_HSA=-2.28. (7) Drug 1: C1=NC2=C(N1)C(=S)N=CN2. Drug 2: C1=NC2=C(N=C(N=C2N1C3C(C(C(O3)CO)O)F)Cl)N. Cell line: K-562. Synergy scores: CSS=19.8, Synergy_ZIP=-0.149, Synergy_Bliss=2.86, Synergy_Loewe=-12.0, Synergy_HSA=1.19.